From a dataset of Forward reaction prediction with 1.9M reactions from USPTO patents (1976-2016). Predict the product of the given reaction. Given the reactants [Li]CCCC.[CH3:6][N:7]1[CH:11]=[CH:10][N:9]=[CH:8]1.Cl[Si](CC)(CC)CC.[Cl:20][C:21]1[N:30]=[C:29]([C:31]2[CH:36]=[CH:35][CH:34]=[C:33]([Cl:37])[CH:32]=2)[C:28]2[C:23](=[CH:24][CH:25]=[C:26]([C:38]([C:40]3[CH:45]=[CH:44][C:43]([O:46][CH3:47])=[CH:42][CH:41]=3)=[O:39])[CH:27]=2)[N:22]=1, predict the reaction product. The product is: [Cl:20][C:21]1[N:30]=[C:29]([C:31]2[CH:36]=[CH:35][CH:34]=[C:33]([Cl:37])[CH:32]=2)[C:28]2[C:23](=[CH:24][CH:25]=[C:26]([C:38]([C:40]3[CH:41]=[CH:42][C:43]([O:46][CH3:47])=[CH:44][CH:45]=3)([C:11]3[N:7]([CH3:6])[CH:8]=[N:9][CH:10]=3)[OH:39])[CH:27]=2)[N:22]=1.